Dataset: Forward reaction prediction with 1.9M reactions from USPTO patents (1976-2016). Task: Predict the product of the given reaction. (1) Given the reactants [C:1]([OH:8])(=[O:7])/[CH:2]=[CH:3]/[C:4]([OH:6])=[O:5].C(O)(=O)CCCCCCCCC(O)=O.[OH:23][CH2:24][CH:25]([CH2:27][OH:28])[OH:26], predict the reaction product. The product is: [OH:23][CH2:24][CH:25]([CH2:27][OH:28])[OH:26].[C:1]([OH:8])(=[O:7])/[CH:2]=[CH:3]\[C:4]([OH:6])=[O:5]. (2) Given the reactants C([N:8]1[CH2:30][CH2:29][C:12]2=[C:13]([CH2:20][CH2:21][O:22][C:23]3[CH:28]=[CH:27][CH:26]=[CH:25][CH:24]=3)[C:14]3[CH:15]=[CH:16][CH:17]=[CH:18][C:19]=3[N:11]2[CH2:10][CH2:9]1)C1C=CC=CC=1.C([O-])=O.[NH4+].CO, predict the reaction product. The product is: [O:22]([CH2:21][CH2:20][C:13]1[C:14]2[CH:15]=[CH:16][CH:17]=[CH:18][C:19]=2[N:11]2[CH2:10][CH2:9][NH:8][CH2:30][CH2:29][C:12]=12)[C:23]1[CH:28]=[CH:27][CH:26]=[CH:25][CH:24]=1. (3) Given the reactants F[B-](F)(F)F.[PH4+].[C:7]1([CH3:14])[C:8](Br)=[CH:9][CH:10]=[CH:11][CH:12]=1.[CH3:15][C:16]1[CH:21]=[CH:20][CH:19]=[C:18]([CH3:22])[C:17]=1B(O)O.C(=O)([O-])[O-].[Na+].[Na+], predict the reaction product. The product is: [CH3:15][C:16]1[CH:17]=[C:18]([CH3:22])[CH:19]=[CH:20][C:21]=1[C:12]1[CH:11]=[CH:10][CH:9]=[CH:8][C:7]=1[CH3:14]. (4) Given the reactants [N:1]1([C:7]2[CH:8]=[CH:9][C:10]([NH2:13])=[N:11][CH:12]=2)[CH2:6][CH2:5][O:4][CH2:3][CH2:2]1.Br[C:15]1[C:20](=[O:21])[N:19]([CH3:22])[CH:18]=[C:17]([C:23]2[C:24]([CH3:42])=[C:25]([NH:29][C:30](=[O:41])[C:31]3[CH:36]=[CH:35][C:34]([C:37]([CH3:40])([CH3:39])[CH3:38])=[CH:33][CH:32]=3)[CH:26]=[CH:27][CH:28]=2)[CH:16]=1.CC1(C)C2C=CC=C(P(C3C=CC=CC=3)C3C=CC=CC=3)C=2OC2C1=CC=CC=2P(C1C=CC=CC=1)C1C=CC=CC=1.C([O-])([O-])=O.[Cs+].[Cs+], predict the reaction product. The product is: [C:37]([C:34]1[CH:35]=[CH:36][C:31]([C:30]([NH:29][C:25]2[CH:26]=[CH:27][CH:28]=[C:23]([C:17]3[CH:16]=[C:15]([NH:13][C:10]4[CH:9]=[CH:8][C:7]([N:1]5[CH2:6][CH2:5][O:4][CH2:3][CH2:2]5)=[CH:12][N:11]=4)[C:20](=[O:21])[N:19]([CH3:22])[CH:18]=3)[C:24]=2[CH3:42])=[O:41])=[CH:32][CH:33]=1)([CH3:40])([CH3:38])[CH3:39]. (5) Given the reactants Cl.[CH2:2]([C:4]1[S:24][C:7]2[N:8]=[C:9]([S:18][CH2:19][C:20]([O:22][CH3:23])=[O:21])[N:10]=[C:11]([N:12]3[CH2:17][CH2:16][NH:15][CH2:14][CH2:13]3)[C:6]=2[CH:5]=1)[CH3:3].C(N(C(C)C)CC)(C)C.[NH:34]1[C:42]2[C:37](=[CH:38][CH:39]=[C:40]([C:43](O)=[O:44])[CH:41]=2)[CH:36]=[CH:35]1.CN(C(ON1N=NC2C=CC=NC1=2)=[N+](C)C)C.F[P-](F)(F)(F)(F)F, predict the reaction product. The product is: [CH2:2]([C:4]1[S:24][C:7]2[N:8]=[C:9]([S:18][CH2:19][C:20]([O:22][CH3:23])=[O:21])[N:10]=[C:11]([N:12]3[CH2:17][CH2:16][N:15]([C:43]([C:40]4[CH:41]=[C:42]5[C:37]([CH:36]=[CH:35][NH:34]5)=[CH:38][CH:39]=4)=[O:44])[CH2:14][CH2:13]3)[C:6]=2[CH:5]=1)[CH3:3]. (6) The product is: [NH2:15][C:12]1[CH:11]=[CH:10][CH:9]=[C:8]2[C:13]=1[CH2:14][N:6]([C@H:4]([CH3:5])[CH2:3][O:2][CH3:1])[C:7]2=[O:18]. Given the reactants [CH3:1][O:2][CH2:3][C@H:4]([N:6]1[CH2:14][C:13]2[C:8](=[CH:9][CH:10]=[CH:11][C:12]=2[N+:15]([O-])=O)[C:7]1=[O:18])[CH3:5].[H][H], predict the reaction product. (7) Given the reactants [Br:1][C:2]1[C:7]([N+:8]([O-:10])=[O:9])=[C:6](N)[CH:5]=[C:4]([Br:12])[N:3]=1.N([O-])=O.[Na+].O.[ClH:18], predict the reaction product. The product is: [Br:1][C:2]1[C:7]([N+:8]([O-:10])=[O:9])=[C:6]([Cl:18])[CH:5]=[C:4]([Br:12])[N:3]=1.